Dataset: Peptide-MHC class I binding affinity with 185,985 pairs from IEDB/IMGT. Task: Regression. Given a peptide amino acid sequence and an MHC pseudo amino acid sequence, predict their binding affinity value. This is MHC class I binding data. (1) The peptide sequence is SVIDHIHYM. The MHC is HLA-A25:01 with pseudo-sequence HLA-A25:01. The binding affinity (normalized) is 0.756. (2) The peptide sequence is AEFKYIAAV. The MHC is Patr-B0101 with pseudo-sequence Patr-B0101. The binding affinity (normalized) is 0.